Task: Predict which catalyst facilitates the given reaction.. Dataset: Catalyst prediction with 721,799 reactions and 888 catalyst types from USPTO (1) Reactant: [F:1][C:2]([F:7])([F:6])[CH:3]([NH2:5])[CH3:4].Cl[C:9]1[C:14]([C:15]([F:18])([F:17])[F:16])=[CH:13][N:12]=[C:11]([NH:19][C:20]2[CH:21]=[C:22]([N:26]3[CH2:30][CH2:29][CH2:28][C:27]3=[O:31])[CH:23]=[CH:24][CH:25]=2)[N:10]=1. Product: [F:18][C:15]([F:16])([F:17])[C:14]1[C:9]([NH:5][CH:3]([CH3:4])[C:2]([F:7])([F:6])[F:1])=[N:10][C:11]([NH:19][C:20]2[CH:21]=[C:22]([N:26]3[CH2:30][CH2:29][CH2:28][C:27]3=[O:31])[CH:23]=[CH:24][CH:25]=2)=[N:12][CH:13]=1. The catalyst class is: 10. (2) Reactant: [C:1]([C:5](Cl)=[O:6])([CH3:4])([CH3:3])[CH3:2].[NH2:8][C:9]1[CH:10]=[C:11]([NH:25][S:26]([CH2:29][CH3:30])(=[O:28])=[O:27])[CH:12]=[CH:13][C:14]=1[NH:15][CH2:16][CH:17]1[CH2:22][CH2:21][C:20]([F:24])([F:23])[CH2:19][CH2:18]1.CCN(CC)CC.O. Product: [F:24][C:20]1([F:23])[CH2:21][CH2:22][CH:17]([CH2:16][NH:15][C:14]2[CH:13]=[CH:12][C:11]([NH:25][S:26]([CH2:29][CH3:30])(=[O:28])=[O:27])=[CH:10][C:9]=2[NH:8][C:5](=[O:6])[C:1]([CH3:4])([CH3:3])[CH3:2])[CH2:18][CH2:19]1. The catalyst class is: 2. (3) Reactant: [CH2:1]([C@@H:8]1[NH:13][C:12](=O)[CH2:11][NH:10][C:9]1=O)[C:2]1[CH:7]=[CH:6][CH:5]=[CH:4][CH:3]=1.B.O1CCCC1. Product: [CH2:1]([C@H:8]1[CH2:9][NH:10][CH2:11][CH2:12][NH:13]1)[C:2]1[CH:7]=[CH:6][CH:5]=[CH:4][CH:3]=1. The catalyst class is: 7. (4) Reactant: [N:1]1([C:7]([O:9][C:10]([CH3:13])([CH3:12])[CH3:11])=[O:8])[CH2:6][CH2:5][NH:4][CH2:3][CH2:2]1.[C:14]1(=O)[CH2:17][CH2:16][CH2:15]1.C(O[BH-](OC(=O)C)OC(=O)C)(=O)C.[Na+]. Product: [CH:14]1([N:4]2[CH2:5][CH2:6][N:1]([C:7]([O:9][C:10]([CH3:13])([CH3:12])[CH3:11])=[O:8])[CH2:2][CH2:3]2)[CH2:17][CH2:16][CH2:15]1. The catalyst class is: 783. (5) Reactant: [C:1]([O:5][C:6](=[O:17])[NH:7][C:8]1[CH:13]=[CH:12][CH:11]=[C:10]([N+:14]([O-:16])=[O:15])[CH:9]=1)([CH3:4])([CH3:3])[CH3:2].[CH3:18][Si:19]([CH2:22][Mg]Cl)([CH3:21])[CH3:20].ClC1C(=O)C(C#N)=C(C#N)C(=O)C=1Cl.C(O)(=O)C. Product: [C:1]([O:5][C:6](=[O:17])[NH:7][C:8]1[CH:13]=[CH:12][C:11]([CH2:18][Si:19]([CH3:22])([CH3:21])[CH3:20])=[C:10]([N+:14]([O-:16])=[O:15])[CH:9]=1)([CH3:4])([CH3:2])[CH3:3]. The catalyst class is: 1. (6) Reactant: [Cl:1][C:2]1[N:11]=[C:10]([CH3:12])[C:9]([Cl:13])=[C:8]([CH3:14])[C:3]=1/[C:4](=[N:6]/[OH:7])/[NH2:5].[OH:15][C:16]1[C:24]([O:25][CH3:26])=[CH:23][C:19]([C:20](Cl)=O)=[CH:18][C:17]=1[N+:27]([O-:29])=[O:28].N1C=CC=CC=1. Product: [Cl:1][C:2]1[C:3]([C:4]2[N:5]=[C:20]([C:19]3[CH:23]=[C:24]([O:25][CH3:26])[C:16]([OH:15])=[C:17]([N+:27]([O-:29])=[O:28])[CH:18]=3)[O:7][N:6]=2)=[C:8]([CH3:14])[C:9]([Cl:13])=[C:10]([CH3:12])[N:11]=1. The catalyst class is: 12. (7) Reactant: [Cl:1][C:2]1[CH:9]=[C:8](F)[CH:7]=[CH:6][C:3]=1[CH:4]=[O:5].[NH:11]1[CH2:15][CH2:14][CH2:13][CH2:12]1.C(=O)([O-])[O-].[K+].[K+].CS(C)=O. Product: [Cl:1][C:2]1[CH:9]=[C:8]([N:11]2[CH2:15][CH2:14][CH2:13][CH2:12]2)[CH:7]=[CH:6][C:3]=1[CH:4]=[O:5]. The catalyst class is: 6. (8) Reactant: [F:1][C:2]([F:25])([F:24])[C:3]1[CH:4]=[CH:5][C:6]([O:9][CH:10]2[CH:15]3[CH2:16][CH:12]([CH2:13][N:14]3C(OC(C)(C)C)=O)[CH2:11]2)=[N:7][CH:8]=1.Cl. Product: [F:25][C:2]([F:1])([F:24])[C:3]1[CH:4]=[CH:5][C:6]([O:9][CH:10]2[CH:15]3[CH2:16][CH:12]([CH2:13][NH:14]3)[CH2:11]2)=[N:7][CH:8]=1. The catalyst class is: 817.